Predict the product of the given reaction. From a dataset of Forward reaction prediction with 1.9M reactions from USPTO patents (1976-2016). (1) Given the reactants [CH3:1][N:2]1[CH2:8][CH2:7][CH:6]([OH:9])[C:5]2[CH:10]=[CH:11][O:12][C:4]=2[CH2:3]1.[Cl:13][C:14]1[CH:15]=[C:16](F)[CH:17]=[CH:18][C:19]=1[Cl:20], predict the reaction product. The product is: [Cl:13][C:14]1[CH:15]=[C:16]([O:9][CH:6]2[CH2:7][CH2:8][N:2]([CH3:1])[CH2:3][C:4]3[O:12][CH:11]=[CH:10][C:5]2=3)[CH:17]=[CH:18][C:19]=1[Cl:20]. (2) Given the reactants C[O:2][C:3](=[O:21])[CH:4]([NH:12][C:13]([C:15]1[CH:16]=[N:17][CH:18]=[CH:19][CH:20]=1)=[O:14])[CH2:5][C:6]1[CH:11]=[CH:10][CH:9]=[CH:8][CH:7]=1.[Li+].[OH-], predict the reaction product. The product is: [C:6]1([CH2:5][CH:4]([NH:12][C:13]([C:15]2[CH:16]=[N:17][CH:18]=[CH:19][CH:20]=2)=[O:14])[C:3]([OH:21])=[O:2])[CH:11]=[CH:10][CH:9]=[CH:8][CH:7]=1. (3) Given the reactants [NH2:1][C:2]1[CH:3]=[C:4]([NH:9][C:10](=[O:16])[O:11][C:12]([CH3:15])([CH3:14])[CH3:13])[CH:5]=[CH:6][C:7]=1[CH3:8].Br[C:18]1[CH:19]=[C:20]2[C:25](=[CH:26][CH:27]=1)[N:24]=[CH:23][N:22]([CH3:28])[C:21]2=[O:29].C([O-])([O-])=O.[Cs+].[Cs+].C1C=CC(P(C2C(C3C(P(C4C=CC=CC=4)C4C=CC=CC=4)=CC=C4C=3C=CC=C4)=C3C(C=CC=C3)=CC=2)C2C=CC=CC=2)=CC=1, predict the reaction product. The product is: [CH3:8][C:7]1[CH:6]=[CH:5][C:4]([NH:9][C:10](=[O:16])[O:11][C:12]([CH3:13])([CH3:15])[CH3:14])=[CH:3][C:2]=1[NH:1][C:18]1[CH:19]=[C:20]2[C:25](=[CH:26][CH:27]=1)[N:24]=[CH:23][N:22]([CH3:28])[C:21]2=[O:29]. (4) Given the reactants NS(N)(=O)=O.Cl[CH2:7][CH2:8][S:9]([N:12]1[CH2:17][CH2:16][CH:15]([C:18]2[C:26]3[C:21](=[C:22]([C:32]([NH2:34])=[O:33])[CH:23]=[C:24]([C:27]4[CH:31]=[CH:30][S:29][CH:28]=4)[CH:25]=3)[NH:20][CH:19]=2)[CH2:14][CH2:13]1)(=[O:11])=[O:10].[NH:35]1[CH2:39][CH2:38][CH2:37][CH2:36]1.C([O-])([O-])=O.[K+].[K+].[Na+].[I-], predict the reaction product. The product is: [N:35]1([CH2:7][CH2:8][S:9]([N:12]2[CH2:17][CH2:16][CH:15]([C:18]3[C:26]4[C:21](=[C:22]([C:32]([NH2:34])=[O:33])[CH:23]=[C:24]([C:27]5[CH:31]=[CH:30][S:29][CH:28]=5)[CH:25]=4)[NH:20][CH:19]=3)[CH2:14][CH2:13]2)(=[O:11])=[O:10])[CH2:39][CH2:38][CH2:37][CH2:36]1. (5) Given the reactants [CH:1]1([CH2:4][O:5][CH:6]2[CH2:11][CH2:10][NH:9][CH2:8][CH2:7]2)[CH2:3][CH2:2]1.Cl[CH2:13][CH2:14][CH2:15][N:16]1[C:21]2[CH:22]=[C:23]([F:27])[CH:24]=[C:25]([F:26])[C:20]=2[O:19][CH2:18][C:17]1=[O:28].C([O-])([O-])=O.[K+].[K+], predict the reaction product. The product is: [CH:1]1([CH2:4][O:5][CH:6]2[CH2:11][CH2:10][N:9]([CH2:13][CH2:14][CH2:15][N:16]3[C:21]4[CH:22]=[C:23]([F:27])[CH:24]=[C:25]([F:26])[C:20]=4[O:19][CH2:18][C:17]3=[O:28])[CH2:8][CH2:7]2)[CH2:2][CH2:3]1. (6) The product is: [NH2:22][C:10]1[CH:11]=[C:12]2[C:16](=[CH:17][C:9]=1[OH:8])[NH:15][C:14]([C:18]([O:20][CH3:21])=[O:19])=[CH:13]2. Given the reactants C([O:8][C:9]1[CH:17]=[C:16]2[C:12]([CH:13]=[C:14]([C:18]([O:20][CH3:21])=[O:19])[NH:15]2)=[CH:11][C:10]=1[N+:22]([O-])=O)C1C=CC=CC=1, predict the reaction product. (7) Given the reactants [CH2:1]([O:4][NH:5][CH:6]1[CH2:11][N:10](C(OC(C)(C)C)=O)[CH2:9][C:8]2[O:19][N:20]=[CH:21][C:7]1=2)[CH:2]=[CH2:3].Cl.[OH-].[NH4+], predict the reaction product. The product is: [CH2:1]([O:4][NH:5][CH:6]1[CH2:11][NH:10][CH2:9][C:8]2[O:19][N:20]=[CH:21][C:7]1=2)[CH:2]=[CH2:3].